From a dataset of Forward reaction prediction with 1.9M reactions from USPTO patents (1976-2016). Predict the product of the given reaction. Given the reactants [CH2:1]([N:8]1[C:16]2[C:11](=[CH:12][CH:13]=[C:14]([OH:17])[CH:15]=2)[C:10]([C:18]([NH:20][CH2:21][C:22]2[CH:27]=[CH:26][C:25]([F:28])=[C:24]([F:29])[CH:23]=2)=[O:19])=[C:9]1[CH:30]([CH3:32])[CH3:31])[C:2]1[CH:7]=[CH:6][CH:5]=[CH:4][CH:3]=1.C([O-])([O-])=O.[K+].[K+].I[CH:40]([CH3:42])[CH3:41], predict the reaction product. The product is: [CH2:1]([N:8]1[C:16]2[C:11](=[CH:12][CH:13]=[C:14]([O:17][CH:40]([CH3:42])[CH3:41])[CH:15]=2)[C:10]([C:18]([NH:20][CH2:21][C:22]2[CH:27]=[CH:26][C:25]([F:28])=[C:24]([F:29])[CH:23]=2)=[O:19])=[C:9]1[CH:30]([CH3:32])[CH3:31])[C:2]1[CH:7]=[CH:6][CH:5]=[CH:4][CH:3]=1.